From a dataset of Full USPTO retrosynthesis dataset with 1.9M reactions from patents (1976-2016). Predict the reactants needed to synthesize the given product. (1) Given the product [ClH:1].[C:8]([C:10]1[N:11]=[C:12]([C:23]2[CH:24]=[CH:25][C:26]([O:29][CH3:30])=[CH:27][CH:28]=2)[N:13]([C:15]2[CH:16]=[CH:17][C:18]([O:21][CH3:22])=[CH:19][CH:20]=2)[CH:14]=1)#[N:9], predict the reactants needed to synthesize it. The reactants are: [ClH:1].C(OCC)(=O)C.[C:8]([C:10]1[N:11]=[C:12]([C:23]2[CH:28]=[CH:27][C:26]([O:29][CH3:30])=[CH:25][CH:24]=2)[N:13]([C:15]2[CH:20]=[CH:19][C:18]([O:21][CH3:22])=[CH:17][CH:16]=2)[CH:14]=1)#[N:9]. (2) Given the product [F:1][C:2]1[CH:7]=[C:6]([F:8])[CH:5]=[CH:4][C:3]=1[C@:9]12[CH2:18][O:17][C@@H:16]([CH:19]([CH:32]([O:35][CH3:36])[O:33][CH3:34])[CH:20]([O:45][CH3:44])[O:21][CH3:22])[CH2:15][C@H:14]1[CH2:13][S:12][C:11]([NH:23][C:24](=[O:31])[C:25]1[CH:26]=[CH:27][CH:28]=[CH:29][CH:30]=1)=[N:10]2, predict the reactants needed to synthesize it. The reactants are: [F:1][C:2]1[CH:7]=[C:6]([F:8])[CH:5]=[CH:4][C:3]=1[C@:9]12[CH2:18][O:17][C@@H:16]([CH:19]=[CH:20][O:21][CH3:22])[CH2:15][C@H:14]1[CH2:13][S:12][C:11]([NH:23][C:24](=[O:31])[C:25]1[CH:30]=[CH:29][CH:28]=[CH:27][CH:26]=1)=[N:10]2.[CH:32](OC)([O:35][CH3:36])[O:33][CH3:34].B(F)(F)F.C[CH2:44][O:45]CC.C(=O)(O)[O-].[Na+]. (3) Given the product [Br:1][C:2]1[CH:7]=[CH:6][C:5]([C:8]2[CH2:12][CH:11]([CH2:13][O:14][Si:24]([C:27]([CH3:30])([CH3:29])[CH3:28])([CH3:26])[CH3:25])[O:10][N:9]=2)=[C:4]([O:15][CH3:16])[CH:3]=1, predict the reactants needed to synthesize it. The reactants are: [Br:1][C:2]1[CH:7]=[CH:6][C:5]([C:8]2[CH2:12][CH:11]([CH2:13][OH:14])[O:10][N:9]=2)=[C:4]([O:15][CH3:16])[CH:3]=1.C(N(CC)CC)C.[Si:24](Cl)([C:27]([CH3:30])([CH3:29])[CH3:28])([CH3:26])[CH3:25].